This data is from Full USPTO retrosynthesis dataset with 1.9M reactions from patents (1976-2016). The task is: Predict the reactants needed to synthesize the given product. (1) Given the product [Cl:1][C:2]1[N:6]([C@@H:7]2[O:19][C@H:18]([CH2:20][OH:21])[C@@H:13]([OH:14])[C@H:8]2[OH:9])[C:5]2[CH:25]=[CH:26][CH:27]=[CH:28][C:4]=2[N:3]=1, predict the reactants needed to synthesize it. The reactants are: [Cl:1][C:2]1[N:6]([C@@H:7]2[O:19][C@H:18]([CH2:20][O:21]C(=O)C)[C@@H:13]([O:14]C(=O)C)[C@H:8]2[O:9]C(=O)C)[C:5]2[CH:25]=[CH:26][CH:27]=[CH:28][C:4]=2[N:3]=1.C[O-].[Na+].CO. (2) Given the product [Cl:1][C:2]1[C:3]([NH:10][C:11]2[CH:26]=[C:25]([NH:27][CH:28]3[CH2:29][CH2:49][O:52][CH2:61][CH2:30]3)[C:14]([C:15]([NH:17][CH2:18][C@@H:19]([F:24])[C:20]([OH:23])([CH3:21])[CH3:22])=[O:16])=[CH:13][N:12]=2)=[N:4][CH:5]=[C:6]([C:8]#[N:9])[CH:7]=1, predict the reactants needed to synthesize it. The reactants are: [Cl:1][C:2]1[C:3]([NH:10][C:11]2[CH:26]=[C:25]([NH:27][CH:28]3[CH2:30][CH2:29]3)[C:14]([C:15]([NH:17][CH2:18][C@@H:19]([F:24])[C:20]([OH:23])([CH3:22])[CH3:21])=[O:16])=[CH:13][N:12]=2)=[N:4][CH:5]=[C:6]([C:8]#[N:9])[CH:7]=1.C(C1C=C(F)C(NC2C=C(NC(C)C)C(C(NC[C@@H](F)[C:49]([OH:52])(C)C)=O)=CN=2)=NC=1)#N.[C:61](N[C@H]1CC[C@H](NC(=O)C2C(NC(C)C)=CC(NC3C(F)=CC(C#N)=CN=3)=NC=2)CC1)(=O)C. (3) The reactants are: [C:1]([O:4][CH:5]([CH2:7][CH2:8][CH2:9][OH:10])[CH3:6])(=[O:3])[CH3:2].C1(P(C2C=CC=CC=2)C2C=CC=CC=2)C=CC=CC=1.N(C(OCC)=O)=NC([O-])=O.[F:40][C:41]([F:62])([F:61])[C:42]([C:51]1[CH:56]=[CH:55][C:54](O)=[C:53]([CH2:58][CH2:59][CH3:60])[CH:52]=1)([O:47][CH2:48][O:49][CH3:50])[C:43]([F:46])([F:45])[F:44]. Given the product [C:1]([O:4][CH:5]([CH2:7][CH2:8][CH2:9][O:10][C:54]1[CH:55]=[CH:56][C:51]([C:42]([O:47][CH2:48][O:49][CH3:50])([C:43]([F:46])([F:45])[F:44])[C:41]([F:40])([F:61])[F:62])=[CH:52][C:53]=1[CH2:58][CH2:59][CH3:60])[CH3:6])(=[O:3])[CH3:2], predict the reactants needed to synthesize it. (4) Given the product [NH:12]1[C:16]2[CH:17]=[CH:18][CH:19]=[CH:20][C:15]=2[N:14]=[C:13]1[CH2:21][N:22]([CH:28]1[C:37]2[N:36]=[CH:35][CH:34]=[CH:33][C:32]=2[CH2:31][CH2:30][CH2:29]1)[CH2:23][CH2:24][CH2:25][CH2:26][NH:27][CH2:10][C:2]1[NH:1][C:9]2[C:4]([CH:3]=1)=[CH:5][CH:6]=[CH:7][CH:8]=2, predict the reactants needed to synthesize it. The reactants are: [NH:1]1[C:9]2[C:4](=[CH:5][CH:6]=[CH:7][CH:8]=2)[CH:3]=[C:2]1[CH:10]=O.[NH:12]1[C:16]2[CH:17]=[CH:18][CH:19]=[CH:20][C:15]=2[N:14]=[C:13]1[CH2:21][N:22]([CH:28]1[C:37]2[N:36]=[CH:35][CH:34]=[CH:33][C:32]=2[CH2:31][CH2:30][CH2:29]1)[CH2:23][CH2:24][CH2:25][CH2:26][NH2:27].[BH4-].[Na+]. (5) Given the product [NH:9]([C:29]([O:31][CH2:32][CH:33]1[C:34]2[C:39](=[CH:38][CH:37]=[CH:36][CH:35]=2)[C:40]2[C:45]1=[CH:44][CH:43]=[CH:42][CH:41]=2)=[O:28])[C@H:10]([C:13]([OH:15])=[O:14])[CH2:11][OH:12], predict the reactants needed to synthesize it. The reactants are: Cl.C(N(CC)CC)C.[NH2:9][C@H:10]([C:13]([OH:15])=[O:14])[CH2:11][OH:12].C(=O)([O-])O.[Na+].C1C(=O)N([O:28][C:29]([O:31][CH2:32][CH:33]2[C:45]3[C:40](=[CH:41][CH:42]=[CH:43][CH:44]=3)[C:39]3[C:34]2=[CH:35][CH:36]=[CH:37][CH:38]=3)=O)C(=O)C1.